Task: Predict the reactants needed to synthesize the given product.. Dataset: Full USPTO retrosynthesis dataset with 1.9M reactions from patents (1976-2016) Given the product [Br:16][C:17]1[CH:22]=[C:21]([Cl:23])[C:20]([CH2:24][O:15][C:10]2[CH:11]=[CH:12][C:13]([Cl:14])=[C:8]([Cl:7])[CH:9]=2)=[CH:19][C:18]=1[F:26], predict the reactants needed to synthesize it. The reactants are: C(=O)([O-])[O-].[K+].[K+].[Cl:7][C:8]1[CH:9]=[C:10]([OH:15])[CH:11]=[CH:12][C:13]=1[Cl:14].[Br:16][C:17]1[CH:22]=[C:21]([Cl:23])[C:20]([CH2:24]Br)=[CH:19][C:18]=1[F:26].